This data is from Full USPTO retrosynthesis dataset with 1.9M reactions from patents (1976-2016). The task is: Predict the reactants needed to synthesize the given product. (1) Given the product [ClH:43].[NH2:7][CH2:8][CH2:9][CH2:10][N:11]([CH:21]([C:25]1[C:34]([CH2:35][C:36]2[CH:37]=[CH:38][CH:39]=[CH:40][CH:41]=2)=[N:33][C:32]2[C:27](=[CH:28][CH:29]=[CH:30][CH:31]=2)[N:26]=1)[CH:22]1[CH2:24][CH2:23]1)[C:12](=[O:20])[C:13]1[CH:18]=[CH:17][C:16]([CH3:19])=[CH:15][CH:14]=1, predict the reactants needed to synthesize it. The reactants are: C(OC(=O)[NH:7][CH2:8][CH2:9][CH2:10][N:11]([CH:21]([C:25]1[C:34]([CH2:35][C:36]2[CH:41]=[CH:40][CH:39]=[CH:38][CH:37]=2)=[N:33][C:32]2[C:27](=[CH:28][CH:29]=[CH:30][CH:31]=2)[N:26]=1)[CH:22]1[CH2:24][CH2:23]1)[C:12](=[O:20])[C:13]1[CH:18]=[CH:17][C:16]([CH3:19])=[CH:15][CH:14]=1)(C)(C)C.[ClH:43].CCOCC. (2) Given the product [NH2:3][C:4]1[CH:5]=[CH:6][C:7]([C:10]#[N:11])=[N:8][C:9]=1[I:1], predict the reactants needed to synthesize it. The reactants are: [I:1]I.[NH2:3][C:4]1[CH:5]=[CH:6][C:7]([C:10]#[N:11])=[N:8][CH:9]=1. (3) Given the product [Au:1].[C:11]([O-:23])(=[O:22])[CH2:12][C:13]([CH2:18][C:19]([O-:21])=[O:20])([C:15]([O-:17])=[O:16])[OH:14], predict the reactants needed to synthesize it. The reactants are: [Au:1](Cl)(Cl)Cl.[H+].Cl[Au-](Cl)(Cl)Cl.[C:11]([O-:23])(=[O:22])[CH2:12][C:13]([CH2:18][C:19]([O-:21])=[O:20])([C:15]([O-:17])=[O:16])[OH:14].[Na+].[Na+].[Na+]. (4) Given the product [F:8][C:5]1[CH:6]=[CH:7][C:2]([NH:1][C:16](=[O:25])[CH:17]=[CH:18][C:19]2[CH:24]=[CH:23][CH:22]=[CH:21][CH:20]=2)=[C:3]([OH:9])[CH:4]=1, predict the reactants needed to synthesize it. The reactants are: [NH2:1][C:2]1[CH:7]=[CH:6][C:5]([F:8])=[CH:4][C:3]=1[OH:9].N1C=CC=CC=1.[C:16](Cl)(=[O:25])[CH:17]=[CH:18][C:19]1[CH:24]=[CH:23][CH:22]=[CH:21][CH:20]=1.O. (5) Given the product [Br:25][C:26]1[CH:27]=[C:28]([C@@H:29]2[C@@H:36]([C:37]3[CH:42]=[CH:41][CH:40]=[C:39]([O:43][CH3:44])[CH:38]=3)[O:24][C:18](=[O:19])[NH:17]2)[CH:31]=[CH:32][N:33]=1, predict the reactants needed to synthesize it. The reactants are: BrC1N=C([C@@H]([NH:17][C:18](=[O:24])[O:19]C(C)(C)C)[C@H](O)C2C=CC=CC=2)C=CC=1.[Br:25][C:26]1[CH:27]=[C:28]([CH:31]=[CH:32][N:33]=1)[CH:29]=O.C([C:36](CC)(P(=O)([O-])[O-])[C:37]1[CH:42]=[CH:41][CH:40]=[C:39]([O:43][CH3:44])[CH:38]=1)C. (6) Given the product [Br:36][CH2:1][C:2]1[NH:3][C:4](=[O:12])[C:5]2[C:10]([CH:11]=1)=[CH:9][CH:8]=[CH:7][CH:6]=2, predict the reactants needed to synthesize it. The reactants are: [CH3:1][C:2]1[NH:3][C:4](=[O:12])[C:5]2[C:10]([CH:11]=1)=[CH:9][CH:8]=[CH:7][CH:6]=2.C1C=CC(C2C=CC(C3OC(C4C=CC=CC=4)=CN=3)=CC=2)=CC=1.[Br:36]N1C(=O)CCC1=O.